This data is from Forward reaction prediction with 1.9M reactions from USPTO patents (1976-2016). The task is: Predict the product of the given reaction. (1) Given the reactants [S:1]1[C:5]2[NH:6][C:7]([C:9]([O:11][CH3:12])=[O:10])=[CH:8][C:4]=2[CH:3]=[CH:2]1.[Cl:13]N1C(=O)CCC1=O.[OH-].[Na+], predict the reaction product. The product is: [Cl:13][C:2]1[S:1][C:5]2[NH:6][C:7]([C:9]([O:11][CH3:12])=[O:10])=[CH:8][C:4]=2[CH:3]=1. (2) Given the reactants [Br:1][C:2]1[CH:10]=[C:6]([C:7]([OH:9])=O)[C:5]([OH:11])=[CH:4][CH:3]=1.[NH2:12][C:13]1[CH:17]=[C:16]([C:18]2[CH:23]=[CH:22][CH:21]=[CH:20][CH:19]=2)[NH:15][N:14]=1, predict the reaction product. The product is: [Br:1][C:2]1[CH:3]=[CH:4][C:5]([OH:11])=[C:6]([CH:10]=1)[C:7]([NH:12][C:13]1[CH:17]=[C:16]([C:18]2[CH:23]=[CH:22][CH:21]=[CH:20][CH:19]=2)[NH:15][N:14]=1)=[O:9]. (3) Given the reactants [C:1]([O:5][C:6]([N:8]1[C:16]2[C:11](=[CH:12][C:13]([F:17])=[CH:14][CH:15]=2)[C:10](B(O)O)=[CH:9]1)=[O:7])([CH3:4])([CH3:3])[CH3:2].[Cl:21][C:22]1[N:27]=[C:26](Cl)[CH:25]=[CH:24][N:23]=1.C([O-])(O)=O.[Na+], predict the reaction product. The product is: [Cl:21][C:22]1[N:27]=[C:26]([C:10]2[C:11]3[C:16](=[CH:15][CH:14]=[C:13]([F:17])[CH:12]=3)[N:8]([C:6]([O:5][C:1]([CH3:4])([CH3:3])[CH3:2])=[O:7])[CH:9]=2)[CH:25]=[CH:24][N:23]=1. (4) Given the reactants [CH2:1]([O:3][C:4](=[O:20])[CH2:5][S:6]([C:9]1[CH:14]=[CH:13][C:12]([O:15][CH2:16][C:17]#[C:18][CH3:19])=[CH:11][CH:10]=1)(=[O:8])=[O:7])[CH3:2].[F:21][C:22]1[CH:35]=[CH:34][C:25]([CH2:26][N:27]([CH2:31][CH2:32]Cl)[CH2:28][CH2:29]Cl)=[CH:24][CH:23]=1, predict the reaction product. The product is: [CH2:1]([O:3][C:4]([C:5]1([S:6]([C:9]2[CH:10]=[CH:11][C:12]([O:15][CH2:16][C:17]#[C:18][CH3:19])=[CH:13][CH:14]=2)(=[O:7])=[O:8])[CH2:29][CH2:28][N:27]([CH2:26][C:25]2[CH:34]=[CH:35][C:22]([F:21])=[CH:23][CH:24]=2)[CH2:31][CH2:32]1)=[O:20])[CH3:2]. (5) Given the reactants [C:1]([C:3]1[N:4]=[C:5]([C:16]([NH:18][C:19]2[C:20]([C:36]3[CH2:41][CH2:40][C:39]([CH3:43])([CH3:42])[CH2:38][CH:37]=3)=[N:21][C:22]([CH:25]3[CH2:30][C:29]([CH3:32])([CH3:31])[O:28][C:27]([CH2:34][OH:35])([CH3:33])[CH2:26]3)=[CH:23][CH:24]=2)=[O:17])[N:6](COCC[Si](C)(C)C)[CH:7]=1)#[N:2].CCCC[N+](CCCC)(CCCC)CCCC.[F-], predict the reaction product. The product is: [C:1]([C:3]1[N:4]=[C:5]([C:16]([NH:18][C:19]2[C:20]([C:36]3[CH2:41][CH2:40][C:39]([CH3:43])([CH3:42])[CH2:38][CH:37]=3)=[N:21][C:22]([CH:25]3[CH2:30][C:29]([CH3:31])([CH3:32])[O:28][C:27]([CH2:34][OH:35])([CH3:33])[CH2:26]3)=[CH:23][CH:24]=2)=[O:17])[NH:6][CH:7]=1)#[N:2]. (6) Given the reactants I[C:2]1[CH:3]=[C:4]2[C:9](=[CH:10][CH:11]=1)[N:8]=[CH:7][C:6]([C:12]1[O:13][C:14]([CH3:17])=[CH:15][N:16]=1)=[C:5]2[O:18][CH3:19].C1(C(C2C=CC=CC=2)CCP)C=CC=CC=1.C([SiH](CCCCCC)CCCCCC)CCCCC.CN(C)[CH:57]=[O:58], predict the reaction product. The product is: [CH:57]([C:2]1[CH:3]=[C:4]2[C:9](=[CH:10][CH:11]=1)[N:8]=[CH:7][C:6]([C:12]1[O:13][C:14]([CH3:17])=[CH:15][N:16]=1)=[C:5]2[O:18][CH3:19])=[O:58].